Task: Predict the reaction yield, written as a fraction of the theoretical maximum amount of product (1.0 means a 100% yield; for example, 0.34 means a 34% yield).. Dataset: Reaction yield outcomes from USPTO patents with 853,638 reactions (1) The reactants are C[Si](C)(C)CCOC([NH:8][CH2:9][C@@H:10]([NH:18][C:19](=[O:25])[O:20][C:21]([CH3:24])([CH3:23])[CH3:22])[CH2:11][CH:12]1[CH2:17][CH2:16][CH2:15][CH2:14][CH2:13]1)=O.[N+](CC)(CC)(CC)CC.[F-]. The catalyst is CC#N. The product is [NH2:8][CH2:9][C@@H:10]([NH:18][C:19](=[O:25])[O:20][C:21]([CH3:23])([CH3:22])[CH3:24])[CH2:11][CH:12]1[CH2:17][CH2:16][CH2:15][CH2:14][CH2:13]1. The yield is 0.800. (2) The reactants are [F:1][C:2]([F:19])([F:18])[C:3]([F:17])([F:16])[CH:4]([OH:15])[CH2:5][CH2:6][CH2:7][CH2:8][C:9]1[CH:14]=[CH:13][CH:12]=[CH:11][CH:10]=1.CC(OI1(OC(C)=O)(OC(C)=O)OC(=O)C2C=CC=CC1=2)=O. The catalyst is ClCCl. The product is [F:1][C:2]([F:18])([F:19])[C:3]([F:16])([F:17])[C:4](=[O:15])[CH2:5][CH2:6][CH2:7][CH2:8][C:9]1[CH:14]=[CH:13][CH:12]=[CH:11][CH:10]=1. The yield is 0.840. (3) The reactants are [Cl:1][C:2]1[C:7]([CH2:8][N:9]([CH2:20][C:21]2[CH:22]=[C:23]([CH:35]=[CH:36][CH:37]=2)[CH2:24][N:25]2[CH:29]([C:30](O)=[O:31])[CH2:28][CH2:27][S:26]2(=[O:34])=[O:33])[C@H:10]([CH2:16][N:17]([CH3:19])[CH3:18])[CH2:11][C:12]([CH3:15])([CH3:14])[CH3:13])=[C:6]([F:38])[C:5]([O:39][CH3:40])=[CH:4][CH:3]=1.[C:41]12([NH2:51])[CH2:50][CH:45]3[CH2:46][CH:47]([CH2:49][CH:43]([CH2:44]3)[CH2:42]1)[CH2:48]2. No catalyst specified. The product is [C:41]12([NH:51][C:30]([C@@H:29]3[CH2:28][CH2:27][S:26](=[O:33])(=[O:34])[N:25]3[CH2:24][C:23]3[CH:35]=[CH:36][CH:37]=[C:21]([CH2:20][N:9]([CH2:8][C:7]4[C:2]([Cl:1])=[CH:3][CH:4]=[C:5]([O:39][CH3:40])[C:6]=4[F:38])[C@H:10]([CH2:16][N:17]([CH3:19])[CH3:18])[CH2:11][C:12]([CH3:14])([CH3:15])[CH3:13])[CH:22]=3)=[O:31])[CH2:48][CH:47]3[CH2:46][CH:45]([CH2:44][CH:43]([CH2:49]3)[CH2:42]1)[CH2:50]2. The yield is 0.610. (4) The reactants are [C:1]1([C:9]([CH2:11][C:12]2[CH:19]=[CH:18][C:15]([O:16]C)=[CH:14][CH:13]=2)=[O:10])[CH:8]=[CH:7][C:4]([O:5]C)=[CH:3][CH:2]=1.Cl.N1C=CC=CC=1. The catalyst is O. The product is [OH:5][C:4]1[CH:7]=[CH:8][C:1]([C:9]([CH2:11][C:12]2[CH:13]=[CH:14][C:15]([OH:16])=[CH:18][CH:19]=2)=[O:10])=[CH:2][CH:3]=1. The yield is 0.850. (5) The reactants are [C:1]([C:3]1[CH:8]=[CH:7][N:6]=[C:5]([NH:9][NH:10]/[CH:11]=[C:12](\[CH3:18])/[C:13](OCC)=[O:14])[CH:4]=1)#[N:2].CC([O-])(C)C.[K+]. The catalyst is C(O)C. The product is [OH:14][C:13]1[N:9]([C:5]2[CH:4]=[C:3]([C:1]#[N:2])[CH:8]=[CH:7][N:6]=2)[N:10]=[CH:11][C:12]=1[CH3:18]. The yield is 0.740. (6) The reactants are [CH2:1]([C:6]1[CH:12]=[C:11]([OH:13])[CH:10]=[CH:9][C:7]=1[OH:8])[CH2:2][CH2:3][CH2:4][CH3:5].CCCCCC.CC(=O)OCC. The catalyst is CO. The product is [CH2:1]([C:6]1[C:7](=[O:8])[CH:9]=[CH:10][C:11](=[O:13])[CH:12]=1)[CH2:2][CH2:3][CH2:4][CH3:5]. The yield is 0.590.